From a dataset of Catalyst prediction with 721,799 reactions and 888 catalyst types from USPTO. Predict which catalyst facilitates the given reaction. Reactant: C([O:3][C:4](=[O:16])[C:5]1[CH:10]=[CH:9][CH:8]=[C:7]([CH3:11])[C:6]=1[CH:12]=[C:13]([CH3:15])[CH3:14])C.[OH-].[Na+]. Product: [CH3:11][C:7]1[C:6]([CH:12]=[C:13]([CH3:15])[CH3:14])=[C:5]([CH:10]=[CH:9][CH:8]=1)[C:4]([OH:16])=[O:3]. The catalyst class is: 5.